This data is from Full USPTO retrosynthesis dataset with 1.9M reactions from patents (1976-2016). The task is: Predict the reactants needed to synthesize the given product. (1) Given the product [CH:1]1([CH2:7][CH:8]=[CH:9][C:23]2[CH:56]=[CH:55][C:26]([CH2:27][C:28]3[N:29]([C:41]4[CH:42]=[C:43]([N:47]5[S:51](=[O:52])(=[O:53])[NH:50][C:49](=[O:54])[CH2:48]5)[CH:44]=[CH:45][CH:46]=4)[CH:30]=[C:31]([C:33]4[CH:38]=[CH:37][C:36]([Cl:39])=[CH:35][C:34]=4[Cl:40])[N:32]=3)=[CH:25][CH:24]=2)[CH2:6][CH2:5][CH2:4][CH2:3][CH2:2]1, predict the reactants needed to synthesize it. The reactants are: [CH:1]1([CH2:7][C:8]#[CH:9])[CH2:6][CH2:5][CH2:4][CH2:3][CH2:2]1.B1C2CCCC1CCC2.B(O)O.Br[C:23]1[CH:56]=[CH:55][C:26]([CH2:27][C:28]2[N:29]([C:41]3[CH:42]=[C:43]([N:47]4[S:51](=[O:53])(=[O:52])[NH:50][C:49](=[O:54])[CH2:48]4)[CH:44]=[CH:45][CH:46]=3)[CH:30]=[C:31]([C:33]3[CH:38]=[CH:37][C:36]([Cl:39])=[CH:35][C:34]=3[Cl:40])[N:32]=2)=[CH:25][CH:24]=1. (2) Given the product [Br:9][C:5]1[N:6]=[C:7]([NH:14][CH2:13][C:12]2[C:15]([F:20])=[CH:16][CH:17]=[C:18]([F:19])[C:11]=2[Cl:10])[C:2]([NH2:1])=[N:3][CH:4]=1, predict the reactants needed to synthesize it. The reactants are: [NH2:1][C:2]1[C:7](Br)=[N:6][C:5]([Br:9])=[CH:4][N:3]=1.[Cl:10][C:11]1[C:18]([F:19])=[CH:17][CH:16]=[C:15]([F:20])[C:12]=1[CH2:13][NH2:14].C(N(C(C)C)CC)C. (3) Given the product [Br:1][C:2]1[CH:3]=[C:4]2[C:8](=[CH:9][C:10]=1[N+:11]([O-:13])=[O:12])[N:7]([C:19]([O:18][C:15]([CH3:17])([CH3:16])[CH3:14])=[O:20])[CH2:6][CH2:5]2, predict the reactants needed to synthesize it. The reactants are: [Br:1][C:2]1[CH:3]=[C:4]2[C:8](=[CH:9][C:10]=1[N+:11]([O-:13])=[O:12])[NH:7][CH2:6][CH2:5]2.[CH3:14][C:15]([O:18][C:19](O[C:19]([O:18][C:15]([CH3:17])([CH3:16])[CH3:14])=[O:20])=[O:20])([CH3:17])[CH3:16].CCN(CC)CC.O. (4) The reactants are: [CH3:1][C:2]1[CH:3]=[C:4]([N:17]2[CH2:21][CH2:20][N:19]([CH2:22][C:23]3[CH:28]=[CH:27][C:26]([NH:29]C(=O)OC(C)(C)C)=[CH:25][CH:24]=3)[C:18]2=[O:37])[S:5][C:6]=1[C:7](=[O:16])[NH:8][CH2:9][C:10]1[CH:11]=[N:12][CH:13]=[CH:14][CH:15]=1.FC(F)(F)C(O)=O. Given the product [NH2:29][C:26]1[CH:25]=[CH:24][C:23]([CH2:22][N:19]2[CH2:20][CH2:21][N:17]([C:4]3[S:5][C:6]([C:7]([NH:8][CH2:9][C:10]4[CH:11]=[N:12][CH:13]=[CH:14][CH:15]=4)=[O:16])=[C:2]([CH3:1])[CH:3]=3)[C:18]2=[O:37])=[CH:28][CH:27]=1, predict the reactants needed to synthesize it. (5) Given the product [CH3:3][C:4]1([C:9]2[S:10][C:11]([CH:30]=[O:31])=[CH:12][CH:13]=2)[O:5][CH2:6][CH2:7][O:8]1, predict the reactants needed to synthesize it. The reactants are: N#N.[CH3:3][C:4]1([C:9]2[S:10][CH:11]=[CH:12][CH:13]=2)[O:8][CH2:7][CH2:6][O:5]1.CN(C)CCN(C)C.[Li]CCCC.CN([CH:30]=[O:31])C. (6) Given the product [F:38][C:37]([F:39])([F:40])[C:35]1[CH:36]=[C:31]([CH:32]=[C:33]([C:41]([F:44])([F:42])[F:43])[CH:34]=1)[CH2:30][NH:23][CH2:22][CH2:21][NH2:24], predict the reactants needed to synthesize it. The reactants are: S(Cl)(Cl)=O.ClC1C(C(O)=O)=C(C2C=CC=CC=2)C=CN=1.[CH2:21]([NH2:24])[CH2:22][NH2:23].CS(O[CH2:30][C:31]1[CH:36]=[C:35]([C:37]([F:40])([F:39])[F:38])[CH:34]=[C:33]([C:41]([F:44])([F:43])[F:42])[CH:32]=1)(=O)=O. (7) Given the product [CH2:10]([O:9][CH:8]([O:12][CH2:13][CH3:14])[C:5]1[CH:6]=[CH:7][C:2]([C:20]#[C:19][Si:16]([CH3:18])([CH3:17])[CH3:15])=[N:3][CH:4]=1)[CH3:11], predict the reactants needed to synthesize it. The reactants are: Br[C:2]1[CH:7]=[CH:6][C:5]([CH:8]([O:12][CH2:13][CH3:14])[O:9][CH2:10][CH3:11])=[CH:4][N:3]=1.[CH3:15][Si:16]([C:19]#[CH:20])([CH3:18])[CH3:17].C(N(CC)CC)C.